From a dataset of Aqueous solubility values for 9,982 compounds from the AqSolDB database. Regression/Classification. Given a drug SMILES string, predict its absorption, distribution, metabolism, or excretion properties. Task type varies by dataset: regression for continuous measurements (e.g., permeability, clearance, half-life) or binary classification for categorical outcomes (e.g., BBB penetration, CYP inhibition). For this dataset (solubility_aqsoldb), we predict Y. (1) The compound is Clc1cc(Cl)c(-c2cccc(Cl)c2Cl)cc1Cl. The Y is -7.21 log mol/L. (2) The drug is CCn1cc(C(=O)O)c(=O)c2ccc(C)nc21. The Y is -3.61 log mol/L. (3) The molecule is Nc1c2ccccc2nc2ccc(Cl)cc12. The Y is -2.42 log mol/L. (4) The drug is C=C(C)C(=O)NCOC. The Y is 0.792 log mol/L. (5) The drug is c1cnc2c(c1)ccc1ncccc12. The Y is -2.68 log mol/L. (6) The molecule is O=C1CCCCCCCCCCCN1. The Y is -2.82 log mol/L.